Dataset: Full USPTO retrosynthesis dataset with 1.9M reactions from patents (1976-2016). Task: Predict the reactants needed to synthesize the given product. (1) Given the product [Cl:1][C:2]1[C:3]([C:20]2[CH:21]=[C:22]([C:25]#[N:26])[S:23][CH:24]=2)=[CH:4][C:5]([CH3:9])=[C:6]2[C:8]=1[C:3]([CH3:2])=[CH:4][C:5]([CH3:9])([CH3:6])[NH:7]2, predict the reactants needed to synthesize it. The reactants are: [Cl:1][C:2]1[C:3](B2OC(C)(C)C(C)(C)O2)=[CH:4][C:5]([CH3:9])=[C:6]([CH:8]=1)[NH2:7].Br[C:20]1[CH:21]=[C:22]([C:25]#[N:26])[S:23][CH:24]=1. (2) The reactants are: [F:1][C:2]([F:25])([F:24])[C:3]1[CH:4]=[CH:5][C:6]([O:9][CH:10]2[CH2:15][CH:14]3[N:16](C(OC(C)(C)C)=O)[CH:11]2[CH2:12][CH2:13]3)=[N:7][CH:8]=1.C(O)(C(F)(F)F)=O. Given the product [F:25][C:2]([F:1])([F:24])[C:3]1[CH:4]=[CH:5][C:6]([O:9][CH:10]2[CH2:15][CH:14]3[NH:16][CH:11]2[CH2:12][CH2:13]3)=[N:7][CH:8]=1, predict the reactants needed to synthesize it. (3) Given the product [N+:1]([C:4]1[CH:8]=[CH:7][N:6]([CH2:10][CH2:11][OH:12])[N:5]=1)([O-:3])=[O:2], predict the reactants needed to synthesize it. The reactants are: [N+:1]([C:4]1[CH:8]=[CH:7][NH:6][N:5]=1)([O-:3])=[O:2].Cl[CH2:10][CH2:11][OH:12].C(=O)([O-])[O-].[K+].[K+]. (4) Given the product [Cl:1][C:2]1[CH:7]=[CH:6][C:5]([CH2:8][CH2:9][C:10]([O:12][CH3:13])=[O:11])=[C:4]([C:14]([F:15])([F:16])[F:17])[CH:3]=1, predict the reactants needed to synthesize it. The reactants are: [Cl:1][C:2]1[CH:7]=[CH:6][C:5](/[CH:8]=[CH:9]/[C:10]([O:12][CH3:13])=[O:11])=[C:4]([C:14]([F:17])([F:16])[F:15])[CH:3]=1. (5) Given the product [CH2:12]([O:13][C:14]1[CH:15]=[CH:16][C:17]([C:20]([OH:30])=[O:28])=[C:18]([O:13][CH2:12][CH2:11][CH2:10][CH:9]=[CH2:8])[CH:19]=1)[CH2:11][CH2:10][CH2:9][CH2:8][CH2:15][CH2:14][CH3:19], predict the reactants needed to synthesize it. The reactants are: C[Si]([CH2:8][CH2:9][CH2:10][CH2:11][CH2:12][O:13][C:14]1[CH:19]=[CH:18][C:17]([C:20]2C=CC(C#N)=CC=2)=[CH:16][CH:15]=1)(C)O[SiH](C)C.[OH-:28].[K+].[OH2:30].